The task is: Predict which catalyst facilitates the given reaction.. This data is from Catalyst prediction with 721,799 reactions and 888 catalyst types from USPTO. (1) Reactant: Br[C:2]1[CH:3]=[CH:4][C:5]([O:8][CH:9]2[CH2:11][CH2:10]2)=[N:6][CH:7]=1.[Li]CCCC.C[O:18]B(OC)OC.C(OO)(=O)C.OS([O-])=O.[Na+]. Product: [CH:9]1([O:8][C:5]2[N:6]=[CH:7][C:2]([OH:18])=[CH:3][CH:4]=2)[CH2:11][CH2:10]1. The catalyst class is: 1. (2) Reactant: Cl[C:2]1[CH:11]=[CH:10][C:5]2[NH:6][C:7](=[O:9])[O:8][C:4]=2[CH:3]=1.[B:12]1([B:12]2[O:16][C:15]([CH3:18])([CH3:17])[C:14]([CH3:20])([CH3:19])[O:13]2)[O:16][C:15]([CH3:18])([CH3:17])[C:14]([CH3:20])([CH3:19])[O:13]1.C([O-])(=O)C.[K+].C1(P(C2CCCCC2)C2CCCCC2)CCCCC1. Product: [CH3:19][C:14]1([CH3:20])[C:15]([CH3:18])([CH3:17])[O:16][B:12]([C:2]2[CH:11]=[CH:10][C:5]3[NH:6][C:7](=[O:9])[O:8][C:4]=3[CH:3]=2)[O:13]1. The catalyst class is: 62. (3) Reactant: [F:1][C:2]1[CH:7]=[C:6]([N+:8]([O-:10])=[O:9])[CH:5]=[CH:4][C:3]=1[N:11]1[CH2:15][CH:14]2[CH2:16][C:17](=[O:19])[CH2:18][CH:13]2[CH2:12]1.[CH2:20](O)[CH2:21][OH:22].O.C1(C)C=CC(S(O)(=O)=O)=CC=1. Product: [F:1][C:2]1[CH:7]=[C:6]([N+:8]([O-:10])=[O:9])[CH:5]=[CH:4][C:3]=1[N:11]1[CH2:15][CH:14]2[CH2:16][C:17]3([CH2:18][CH:13]2[CH2:12]1)[O:22][CH2:21][CH2:20][O:19]3. The catalyst class is: 48. (4) Reactant: [NH2:1][C:2]1[CH:3]=[C:4]([CH:9]=[CH:10][C:11]=1[OH:12])[C:5]([O:7][CH3:8])=[O:6].C(=O)(O)[O-].[Na+].C[C:19]([CH2:21][CH:22]([CH3:24])C)=O.O.Cl[CH2:27][C:28](Cl)=[O:29]. Product: [CH2:24]([N:1]1[C:2]2[CH:3]=[C:4]([C:5]([O:7][CH3:8])=[O:6])[CH:9]=[CH:10][C:11]=2[O:12][CH2:27][C:28]1=[O:29])[CH2:22][CH2:21][CH3:19]. The catalyst class is: 22. (5) Product: [F:9][C:8]([F:11])([F:10])[C:7]1[C:2]([O:18][C:19]2[CH:20]=[CH:21][C:22]([C:23]([O:25][CH2:26][CH3:27])=[O:24])=[CH:28][CH:29]=2)=[N:3][CH:4]=[CH:5][CH:6]=1. Reactant: F[C:2]1[C:7]([C:8]([F:11])([F:10])[F:9])=[CH:6][CH:5]=[CH:4][N:3]=1.C(=O)([O-])[O-].[Cs+].[Cs+].[OH:18][C:19]1[CH:29]=[CH:28][C:22]([C:23]([O:25][CH2:26][CH3:27])=[O:24])=[CH:21][CH:20]=1. The catalyst class is: 58. (6) Reactant: [NH2:1][C:2]1[C:3]([N:15]([CH:20]2[CH2:25][CH2:24][CH2:23][CH2:22][CH2:21]2)[CH2:16][CH:17]([CH3:19])[CH3:18])=[CH:4][C:5]([F:14])=[C:6]([C@H:8]2[CH2:10][C@H:9]2[C:11]([OH:13])=[O:12])[CH:7]=1.[N:26]([C:29]1[CH:34]=[CH:33][C:32]([CH3:35])=[CH:31][CH:30]=1)=[C:27]=[O:28]. Product: [CH:20]1([N:15]([CH2:16][CH:17]([CH3:19])[CH3:18])[C:3]2[C:2]([NH:1][C:27]([NH:26][C:29]3[CH:34]=[CH:33][C:32]([CH3:35])=[CH:31][CH:30]=3)=[O:28])=[CH:7][C:6]([C@H:8]3[CH2:10][C@H:9]3[C:11]([OH:13])=[O:12])=[C:5]([F:14])[CH:4]=2)[CH2:21][CH2:22][CH2:23][CH2:24][CH2:25]1. The catalyst class is: 1.